Task: Predict the product of the given reaction.. Dataset: Forward reaction prediction with 1.9M reactions from USPTO patents (1976-2016) (1) The product is: [CH2:1]([C:3]1[CH:8]=[CH:7][C:6]([C:9]2[N:13]([CH3:14])[N:12]=[C:11]([C:15](=[N:17][NH:18][C:19]([C:21]3[CH:22]=[CH:23][C:24]([C:25]([OH:27])=[O:26])=[CH:29][CH:30]=3)=[O:20])[CH3:16])[C:10]=2[OH:31])=[CH:5][CH:4]=1)[CH3:2]. Given the reactants [CH2:1]([C:3]1[CH:8]=[CH:7][C:6]([C:9]2[N:13]([CH3:14])[N:12]=[C:11]([C:15](=[N:17][NH:18][C:19]([C:21]3[CH:30]=[CH:29][C:24]([C:25]([O:27]C)=[O:26])=[CH:23][CH:22]=3)=[O:20])[CH3:16])[C:10]=2[OH:31])=[CH:5][CH:4]=1)[CH3:2].CO.[OH-].[Na+].Cl, predict the reaction product. (2) Given the reactants [Cl:1][C:2]1[C:3]([F:18])=[C:4]([CH:14]([OH:17])[CH2:15][OH:16])[C:5]([O:11][CH2:12][CH3:13])=[C:6]([C:8](=[O:10])[CH3:9])[CH:7]=1.C(N(CC)C(C)C)(C)C.[Si:28](Cl)([C:31]([CH3:34])([CH3:33])[CH3:32])([CH3:30])[CH3:29], predict the reaction product. The product is: [Si:28]([O:16][CH2:15][CH:14]([C:4]1[C:5]([O:11][CH2:12][CH3:13])=[C:6]([C:8](=[O:10])[CH3:9])[CH:7]=[C:2]([Cl:1])[C:3]=1[F:18])[OH:17])([C:31]([CH3:34])([CH3:33])[CH3:32])([CH3:30])[CH3:29]. (3) Given the reactants [C:1]([C:3]1[CH:33]=[CH:32][C:6]([O:7][C:8]2[CH:9]=[C:10]([NH:23][C:24]([CH:26]3[CH2:31][CH2:30][NH:29][CH2:28][CH2:27]3)=[O:25])[CH:11]=[C:12]([O:14][C:15]3[CH:20]=[CH:19][C:18]([C:21]#[N:22])=[CH:17][CH:16]=3)[CH:13]=2)=[CH:5][CH:4]=1)#[N:2].[C:34]([O:38][C:39](=[O:44])[NH:40][CH2:41][CH2:42]Br)([CH3:37])([CH3:36])[CH3:35], predict the reaction product. The product is: [C:34]([O:38][C:39](=[O:44])[NH:40][CH2:41][CH2:42][N:29]1[CH2:28][CH2:27][CH:26]([C:24](=[O:25])[NH:23][C:10]2[CH:11]=[C:12]([O:14][C:15]3[CH:16]=[CH:17][C:18]([C:21]#[N:22])=[CH:19][CH:20]=3)[CH:13]=[C:8]([O:7][C:6]3[CH:5]=[CH:4][C:3]([C:1]#[N:2])=[CH:33][CH:32]=3)[CH:9]=2)[CH2:31][CH2:30]1)([CH3:37])([CH3:36])[CH3:35]. (4) Given the reactants [N:1]1(CC[CH2:3][C:2]([N:1]2CC[CH:15]([C:18]([OH:20])=O)CC2)=O)[CH2:15][CH2:18][O:20][CH2:3][CH2:2]1.C1(N=C=N[CH:30]2[CH2:35][CH2:34]CCC2)CCCCC1.[CH3:36]N(C)C=O, predict the reaction product. The product is: [C:2](#[N:1])[CH3:3].[CH:18]([O:20][CH:35]([CH3:34])[CH3:30])([CH3:15])[CH3:36]. (5) Given the reactants Br[C:2]1[CH:3]=[C:4]([N:8]2[CH2:13][CH2:12][N:11]([CH2:14][C:15]([N:17]3[CH2:22][CH2:21][N:20]([CH:23]4[CH2:26][CH2:25][CH2:24]4)[CH2:19][CH2:18]3)=[O:16])[CH2:10][CH2:9]2)[CH:5]=[CH:6][CH:7]=1.[NH:27]1[CH2:31][CH2:30][CH2:29][C:28]1=[O:32].C([O-])([O-])=O.[Cs+].[Cs+].CC1(C)C2C(=C(P(C3C=CC=CC=3)C3C=CC=CC=3)C=CC=2)OC2C(P(C3C=CC=CC=3)C3C=CC=CC=3)=CC=CC1=2, predict the reaction product. The product is: [CH:23]1([N:20]2[CH2:21][CH2:22][N:17]([C:15](=[O:16])[CH2:14][N:11]3[CH2:12][CH2:13][N:8]([C:4]4[CH:5]=[CH:6][C:7]([N:27]5[CH2:31][CH2:30][CH2:29][C:28]5=[O:32])=[CH:2][CH:3]=4)[CH2:9][CH2:10]3)[CH2:18][CH2:19]2)[CH2:26][CH2:25][CH2:24]1. (6) The product is: [CH3:1][O:2][C:3]1[CH:4]=[C:5]([N:9]([CH3:13])[CH2:10][CH2:11][O:12][S:26]([C:23]2[CH:24]=[CH:25][C:20]([CH3:40])=[CH:21][CH:22]=2)(=[O:28])=[O:27])[CH:6]=[CH:7][CH:8]=1. Given the reactants [CH3:1][O:2][C:3]1[CH:4]=[C:5]([N:9]([CH3:13])[CH2:10][CH2:11][OH:12])[CH:6]=[CH:7][CH:8]=1.N1C=CC=CC=1.[C:20]1([CH3:40])[CH:25]=[CH:24][C:23]([S:26](O[S:26]([C:23]2[CH:24]=[CH:25][C:20]([CH3:40])=[CH:21][CH:22]=2)(=[O:28])=[O:27])(=[O:28])=[O:27])=[CH:22][CH:21]=1.C(=O)(O)[O-].[Na+], predict the reaction product. (7) Given the reactants [Br:1][C:2]1[C:3]([C:20]2[S:24][C:23]3[CH:25]=[CH:26][C:27]([O:29][CH2:30][C@@H:31]4[CH2:35][CH2:34][CH2:33][N:32]4C(OC(C)(C)C)=O)=[CH:28][C:22]=3[CH:21]=2)=[N:4][C:5]([NH:8][CH2:9][CH2:10][N:11]2[C:15]([CH3:17])([CH3:16])[C:14](=[O:18])[NH:13][C:12]2=[O:19])=[N:6][CH:7]=1.[F:43][C:44]([F:49])([F:48])[C:45]([OH:47])=[O:46], predict the reaction product. The product is: [F:43][C:44]([F:49])([F:48])[C:45]([OH:47])=[O:46].[Br:1][C:2]1[C:3]([C:20]2[S:24][C:23]3[CH:25]=[CH:26][C:27]([O:29][CH2:30][C@@H:31]4[CH2:35][CH2:34][CH2:33][NH:32]4)=[CH:28][C:22]=3[CH:21]=2)=[N:4][C:5]([NH:8][CH2:9][CH2:10][N:11]2[C:15]([CH3:16])([CH3:17])[C:14](=[O:18])[NH:13][C:12]2=[O:19])=[N:6][CH:7]=1. (8) The product is: [CH2:18]([O:22][N:3]1[C:4]([CH3:10])([CH3:9])[CH2:5][CH:6]([OH:8])[CH2:7][C:2]1([CH3:11])[CH3:1])[CH2:19][CH3:20]. Given the reactants [CH3:1][C:2]1([CH3:11])[CH2:7][CH:6]([OH:8])[CH2:5][C:4]([CH3:10])([CH3:9])[NH:3]1.OO.C(O)(=O)C.[CH:18](=[O:22])[CH2:19][CH2:20]C, predict the reaction product. (9) Given the reactants [CH2:1]([N:8]([CH2:37][C:38]1[CH:43]=[CH:42][CH:41]=[CH:40][CH:39]=1)[CH:9]1[CH2:13][CH:12]([C:14]2[N:18]3[C:19]4[CH:25]=[CH:24][N:23](S(C5C=CC(C)=CC=5)(=O)=O)[C:20]=4[N:21]=[CH:22][C:17]3=[N:16][CH:15]=2)[CH:11]([CH3:36])[CH2:10]1)[C:2]1[CH:7]=[CH:6][CH:5]=[CH:4][CH:3]=1.[OH-].[Na+], predict the reaction product. The product is: [CH2:37]([N:8]([CH2:1][C:2]1[CH:7]=[CH:6][CH:5]=[CH:4][CH:3]=1)[CH:9]1[CH2:10][CH:11]([CH3:36])[CH:12]([C:14]2[N:18]3[C:19]4[CH:25]=[CH:24][NH:23][C:20]=4[N:21]=[CH:22][C:17]3=[N:16][CH:15]=2)[CH2:13]1)[C:38]1[CH:43]=[CH:42][CH:41]=[CH:40][CH:39]=1.